The task is: Predict which catalyst facilitates the given reaction.. This data is from Catalyst prediction with 721,799 reactions and 888 catalyst types from USPTO. (1) Reactant: [Cl:1][C:2]1[C:3]([O:12][C:13]2[CH:18]=[C:17]([O:19][CH2:20][CH:21]3[CH2:25][CH2:24][CH2:23][O:22]3)[CH:16]=[CH:15][C:14]=2/[CH:26]=[CH:27]/[C:28]([O:30]CC)=[O:29])=[N:4][CH:5]=[C:6]([C:8]([F:11])([F:10])[F:9])[CH:7]=1.[OH-].[Na+].O1CCCC1.Cl. Product: [Cl:1][C:2]1[C:3]([O:12][C:13]2[CH:18]=[C:17]([O:19][CH2:20][CH:21]3[CH2:25][CH2:24][CH2:23][O:22]3)[CH:16]=[CH:15][C:14]=2/[CH:26]=[CH:27]/[C:28]([OH:30])=[O:29])=[N:4][CH:5]=[C:6]([C:8]([F:11])([F:10])[F:9])[CH:7]=1. The catalyst class is: 8. (2) Reactant: [C:1]1([C:7]([CH3:15])([CH3:14])[C:8](=[O:13])[C:9]([O:11][CH3:12])=[O:10])[CH:6]=[CH:5][CH:4]=[CH:3][CH:2]=1.[BH4-].[Na+]. Product: [OH:13][CH:8]([C:7]([CH3:15])([C:1]1[CH:2]=[CH:3][CH:4]=[CH:5][CH:6]=1)[CH3:14])[C:9]([O:11][CH3:12])=[O:10]. The catalyst class is: 5. (3) Reactant: [CH2:1]([O:3][CH:4]([O:7][CH2:8][CH3:9])[C:5]#[N:6])[CH3:2].[N+:10]([CH2:12][C:13]([O:15][CH3:16])=[O:14])#[C-:11].[NH4+].[Cl-].C(Cl)Cl. Product: [CH2:1]([O:3][CH:4]([O:7][CH2:8][CH3:9])[C:5]1[N:6]=[CH:11][NH:10][C:12]=1[C:13]([O:15][CH3:16])=[O:14])[CH3:2]. The catalyst class is: 270. (4) Reactant: C(OC([N:8]1[CH2:14][CH2:13][CH2:12][N:11]([C:15]2[CH:20]=[CH:19][C:18]([Cl:21])=[CH:17][CH:16]=2)[CH2:10][CH2:9]1)=O)(C)(C)C.Cl.O1CCOCC1. Product: [Cl:21][C:18]1[CH:17]=[CH:16][C:15]([N:11]2[CH2:12][CH2:13][CH2:14][NH:8][CH2:9][CH2:10]2)=[CH:20][CH:19]=1. The catalyst class is: 2.